Task: Predict which catalyst facilitates the given reaction.. Dataset: Catalyst prediction with 721,799 reactions and 888 catalyst types from USPTO (1) Reactant: [C:1]([C:3]1[CH:8]=[CH:7][C:6]([CH2:9][CH2:10][C:11]([OH:13])=O)=[CH:5][CH:4]=1)#[N:2].[CH3:14][C:15]([CH3:19])([CH3:18])[CH2:16][NH2:17].CCN=C=NCCCN(C)C.C1C=CC2N(O)N=NC=2C=1.C(N(CC)CC)C. The catalyst class is: 79. Product: [CH3:14][C:15]([CH3:19])([CH3:18])[CH2:16][NH:17][C:11]([CH2:10][CH2:9][C:6]1[CH:5]=[CH:4][C:3]([C:1]#[N:2])=[CH:8][CH:7]=1)=[O:13]. (2) Reactant: [C:1]1([C:7]2([CH3:24])[CH2:12][N:11]([CH2:13][CH:14]([OH:21])[C:15]3[CH:20]=[CH:19][CH:18]=[CH:17][CH:16]=3)[C:10](=[O:22])[N:9]([CH3:23])[CH2:8]2)[CH2:6][CH2:5][CH2:4][CH2:3][CH:2]=1.CN(C=O)C.[Cr](O[Cr]([O-])(=O)=O)([O-])(=O)=O.[NH+]1C=CC=CC=1.[NH+]1C=CC=CC=1. Product: [C:1]1([C:7]2([CH3:24])[CH2:8][N:9]([CH3:23])[C:10](=[O:22])[N:11]([CH2:13][C:14](=[O:21])[C:15]3[CH:16]=[CH:17][CH:18]=[CH:19][CH:20]=3)[CH2:12]2)[CH2:6][CH2:5][CH2:4][CH2:3][CH:2]=1. The catalyst class is: 34. (3) Reactant: [CH3:1][O:2][C:3](=[O:11])[C:4]1[CH:9]=[CH:8][CH:7]=[N:6][C:5]=1F.[F:12][C:13]1[CH:19]=[CH:18][C:16]([NH2:17])=[CH:15][CH:14]=1. Product: [F:12][C:13]1[CH:19]=[CH:18][C:16]([NH:17][C:5]2[N:6]=[CH:7][CH:8]=[CH:9][C:4]=2[C:3]([O:2][CH3:1])=[O:11])=[CH:15][CH:14]=1. The catalyst class is: 2. (4) Reactant: O.[NH2:2][NH2:3].C(O)CCC.Cl[C:10]1[CH:15]=[CH:14][C:13]([F:16])=[CH:12][N:11]=1. Product: [F:16][C:13]1[CH:14]=[CH:15][C:10]([NH:2][NH2:3])=[N:11][CH:12]=1. The catalyst class is: 14. (5) Reactant: [OH-].[Na+].C([O:6][CH2:7][C:8]([CH3:54])([CH3:53])[CH2:9][N:10]1[C:16]2[CH:17]=[CH:18][C:19]([Cl:21])=[CH:20][C:15]=2[C@@H:14]([C:22]2[CH:27]=[CH:26][CH:25]=[C:24]([O:28][CH3:29])[C:23]=2[O:30][CH3:31])[O:13][C@H:12]([CH2:32][C:33]2[N:37]([C:38]3[CH:46]=[CH:45][CH:44]=[CH:43][C:39]=3[C:40]([OH:42])=[O:41])[N:36]=[CH:35][C:34]=2[C:47]([O:49]CC)=[O:48])[C:11]1=[O:52])(=O)C.Cl. Product: [C:40]([C:39]1[CH:43]=[CH:44][CH:45]=[CH:46][C:38]=1[N:37]1[C:33]([CH2:32][C@H:12]2[O:13][C@H:14]([C:22]3[CH:27]=[CH:26][CH:25]=[C:24]([O:28][CH3:29])[C:23]=3[O:30][CH3:31])[C:15]3[CH:20]=[C:19]([Cl:21])[CH:18]=[CH:17][C:16]=3[N:10]([CH2:9][C:8]([CH3:53])([CH3:54])[CH2:7][OH:6])[C:11]2=[O:52])=[C:34]([C:47]([OH:49])=[O:48])[CH:35]=[N:36]1)([OH:42])=[O:41]. The catalyst class is: 8. (6) Reactant: COC1C=CC(C[N:8]2[C:16]3[C:11](=[C:12]4[S:19][CH:18]=[N:17][C:13]4=[CH:14][CH:15]=3)[C:10]3([C:31]4[C:22](=[CH:23][C:24]5[O:29][CH2:28][CH2:27][O:26][C:25]=5[CH:30]=4)[O:21][CH2:20]3)[C:9]2=[O:32])=CC=1.FC(F)(F)S(O)(=O)=O. Product: [S:19]1[C:12]2=[C:11]3[C:16](=[CH:15][CH:14]=[C:13]2[N:17]=[CH:18]1)[NH:8][C:9](=[O:32])[C:10]13[C:31]2[C:22](=[CH:23][C:24]3[O:29][CH2:28][CH2:27][O:26][C:25]=3[CH:30]=2)[O:21][CH2:20]1. The catalyst class is: 281.